This data is from NCI-60 drug combinations with 297,098 pairs across 59 cell lines. The task is: Regression. Given two drug SMILES strings and cell line genomic features, predict the synergy score measuring deviation from expected non-interaction effect. (1) Drug 1: CS(=O)(=O)C1=CC(=C(C=C1)C(=O)NC2=CC(=C(C=C2)Cl)C3=CC=CC=N3)Cl. Drug 2: CC1C(C(CC(O1)OC2CC(CC3=C2C(=C4C(=C3O)C(=O)C5=C(C4=O)C(=CC=C5)OC)O)(C(=O)C)O)N)O.Cl. Cell line: SF-295. Synergy scores: CSS=51.3, Synergy_ZIP=12.8, Synergy_Bliss=15.7, Synergy_Loewe=4.07, Synergy_HSA=16.9. (2) Drug 1: CC1OCC2C(O1)C(C(C(O2)OC3C4COC(=O)C4C(C5=CC6=C(C=C35)OCO6)C7=CC(=C(C(=C7)OC)O)OC)O)O. Drug 2: CCCCC(=O)OCC(=O)C1(CC(C2=C(C1)C(=C3C(=C2O)C(=O)C4=C(C3=O)C=CC=C4OC)O)OC5CC(C(C(O5)C)O)NC(=O)C(F)(F)F)O. Cell line: SN12C. Synergy scores: CSS=25.4, Synergy_ZIP=-10.6, Synergy_Bliss=-9.75, Synergy_Loewe=-7.48, Synergy_HSA=-7.31. (3) Drug 1: C1CC2CC3=C(CC1C24CN(S(=O)(=O)N4)CC(F)(F)F)C=CC(=C3)C=CCN5CCC(CC5)C(F)(F)F. Drug 2: CC1=C(C(=CC=C1)Cl)NC(=O)C2=CN=C(S2)NC3=CC(=NC(=N3)C)N4CCN(CC4)CCO. Cell line: HCT116. Synergy scores: CSS=34.3, Synergy_ZIP=5.54, Synergy_Bliss=0.469, Synergy_Loewe=-7.63, Synergy_HSA=-3.80. (4) Drug 1: C1CC(C1)(C(=O)O)C(=O)O.[NH2-].[NH2-].[Pt+2]. Drug 2: CNC(=O)C1=NC=CC(=C1)OC2=CC=C(C=C2)NC(=O)NC3=CC(=C(C=C3)Cl)C(F)(F)F. Cell line: CAKI-1. Synergy scores: CSS=1.82, Synergy_ZIP=-2.58, Synergy_Bliss=-3.91, Synergy_Loewe=-7.03, Synergy_HSA=-7.33. (5) Drug 1: CN(CC1=CN=C2C(=N1)C(=NC(=N2)N)N)C3=CC=C(C=C3)C(=O)NC(CCC(=O)O)C(=O)O. Drug 2: C1C(C(OC1N2C=NC3=C(N=C(N=C32)Cl)N)CO)O. Cell line: SNB-19. Synergy scores: CSS=43.5, Synergy_ZIP=-7.08, Synergy_Bliss=-5.91, Synergy_Loewe=-11.9, Synergy_HSA=-10.9.